From a dataset of Reaction yield outcomes from USPTO patents with 853,638 reactions. Predict the reaction yield, written as a fraction of the theoretical maximum amount of product (1.0 means a 100% yield; for example, 0.34 means a 34% yield). (1) The reactants are Br[C:2]1[CH:7]=[CH:6][C:5]([CH2:8]C(=O)C)=[C:4](F)[CH:3]=1.O.[NH2:14][NH2:15].C([O-])(O)=O.[Na+]. The catalyst is C(O)C. The product is [NH:14]1[C:4]2[C:5](=[CH:6][CH:7]=[CH:2][CH:3]=2)[CH:8]=[N:15]1. The yield is 0.780. (2) The reactants are F[C:2]1[CH:3]=[C:4]2[C:9](=[CH:10][C:11]=1[N+:12]([O-:14])=[O:13])[NH:8][C:7](=[O:15])[N:6]([NH:16][S:17]([CH3:20])(=[O:19])=[O:18])[C:5]2=[O:21].[NH2:22][C@@H:23]([C:26]1[CH:31]=[CH:30][CH:29]=[CH:28][CH:27]=1)[CH2:24][OH:25]. No catalyst specified. The product is [OH:25][CH2:24][C@@H:23]([NH:22][C:2]1[CH:3]=[C:4]2[C:9](=[CH:10][C:11]=1[N+:12]([O-:14])=[O:13])[NH:8][C:7](=[O:15])[N:6]([NH:16][S:17]([CH3:20])(=[O:19])=[O:18])[C:5]2=[O:21])[C:26]1[CH:31]=[CH:30][CH:29]=[CH:28][CH:27]=1. The yield is 0.760. (3) The reactants are [CH2:1]([O:3][C:4](=[O:19])[C:5]1[CH:10]=[CH:9][C:8]([O:11][C:12]2[CH:17]=[CH:16][C:15](I)=[CH:14][CH:13]=2)=[CH:7][CH:6]=1)[CH3:2].[S:20]1[CH:24]=[CH:23][C:22](B(O)O)=[CH:21]1.C([O-])([O-])=O.[K+].[K+]. The catalyst is CCO.C1C=CC([P]([Pd]([P](C2C=CC=CC=2)(C2C=CC=CC=2)C2C=CC=CC=2)([P](C2C=CC=CC=2)(C2C=CC=CC=2)C2C=CC=CC=2)[P](C2C=CC=CC=2)(C2C=CC=CC=2)C2C=CC=CC=2)(C2C=CC=CC=2)C2C=CC=CC=2)=CC=1. The product is [CH2:1]([O:3][C:4](=[O:19])[C:5]1[CH:10]=[CH:9][C:8]([O:11][C:12]2[CH:17]=[CH:16][C:15]([C:22]3[CH:23]=[CH:24][S:20][CH:21]=3)=[CH:14][CH:13]=2)=[CH:7][CH:6]=1)[CH3:2]. The yield is 0.910. (4) The reactants are [F:1][C:2]([F:26])([F:25])[C:3]1[CH:4]=[C:5]([CH:22]=[CH:23][CH:24]=1)[O:6][CH2:7][C@H:8]([OH:21])/[CH:9]=[CH:10]/[C@@H:11]1[C@@H:18]2[C@@H:14]([O:15][C:16](=[O:19])[CH2:17]2)[CH2:13][C@H:12]1[OH:20].[O:27]1[CH:32]=[CH:31][CH2:30][CH2:29][CH2:28]1.[C:33](=[O:36])(O)[O-].[Na+]. The catalyst is C1COCC1.O.C1(C)C=CC(S(O)(=O)=O)=CC=1. The product is [O:27]1[CH2:28][CH2:29][CH2:30][CH2:31][CH:32]1[O:20][C@@H:12]1[CH2:13][C@@H:14]2[O:15][C:16](=[O:19])[CH2:17][C@@H:18]2[C@H:11]1/[CH:10]=[CH:9]/[C@@H:8]([O:21][CH:23]1[CH2:24][CH2:3][CH2:2][CH2:33][O:36]1)[CH2:7][O:6][C:5]1[CH:22]=[CH:23][CH:24]=[C:3]([C:2]([F:25])([F:1])[F:26])[CH:4]=1. The yield is 0.875.